From a dataset of Catalyst prediction with 721,799 reactions and 888 catalyst types from USPTO. Predict which catalyst facilitates the given reaction. (1) Reactant: [CH2:1]([O:3][C:4](=[O:9])[CH2:5][C:6]([OH:8])=[O:7])[CH3:2].[Al+3].[Cl-].[Cl-].[Cl-].[CH2:14]([C:16]1[CH2:17][C@H:18]2[C@@H:21]([CH:22]=1)[C:20](=O)[CH2:19]2)[CH3:15].COC1CCCC1. Product: [CH2:1]([O:3][C:4](=[O:9])[C:5](=[C:19]1[CH2:20][C@@H:21]2[C@H:18]1[CH:17]=[C:16]([CH2:14][CH3:15])[CH2:22]2)[C:6]([OH:8])=[O:7])[CH3:2]. The catalyst class is: 20. (2) Reactant: [C:1]1([CH3:22])[CH:6]=[CH:5][C:4]([NH:7][CH:8]2[C@@H:13]3[CH2:14][C@@H:10]([CH2:11][N:12]3C(OC(C)(C)C)=O)[CH2:9]2)=[CH:3][CH:2]=1.Cl. Product: [C:1]1([CH3:22])[CH:2]=[CH:3][C:4]([NH:7][CH:8]2[C@@H:13]3[CH2:14][C@@H:10]([CH2:11][NH:12]3)[CH2:9]2)=[CH:5][CH:6]=1. The catalyst class is: 817.